From a dataset of Full USPTO retrosynthesis dataset with 1.9M reactions from patents (1976-2016). Predict the reactants needed to synthesize the given product. Given the product [F:16][C:2]([F:1])([F:15])[C:3]([C:4]1[O:9][CH:8]=[CH:7][C:6](=[O:11])[CH:5]=1)([CH3:13])[CH3:14], predict the reactants needed to synthesize it. The reactants are: [F:1][C:2]([F:16])([F:15])[C:3]([CH3:14])([CH3:13])/[C:4](/O)=[CH:5]/[C:6](=[O:11])/[CH:7]=[CH:8]/[O:9]C.C(O)(C(F)(F)F)=O.